Predict the product of the given reaction. From a dataset of Forward reaction prediction with 1.9M reactions from USPTO patents (1976-2016). (1) Given the reactants F[C:2]1[CH:7]=[CH:6][C:5]([N+:8]([O-:10])=[O:9])=[CH:4][C:3]=1[F:11].[CH2:12]([NH:19][CH3:20])[C:13]1[CH:18]=[CH:17][CH:16]=[CH:15][CH:14]=1.C([O-])([O-])=O.[K+].[K+], predict the reaction product. The product is: [CH2:12]([N:19]([C:2]1[CH:7]=[CH:6][C:5]([N+:8]([O-:10])=[O:9])=[CH:4][C:3]=1[F:11])[CH3:20])[C:13]1[CH:18]=[CH:17][CH:16]=[CH:15][CH:14]=1. (2) The product is: [CH2:37]([N:9]1[C:10]2[C:15](=[CH:14][CH:13]=[C:12]([C:16]([O:18][CH3:19])=[O:17])[CH:11]=2)[C:7]([CH:1]2[CH2:6][CH2:5][CH2:4][CH2:3][CH2:2]2)=[C:8]1[C:20]1[N:21]([CH2:27][O:28][CH2:29][CH2:30][Si:31]([CH3:33])([CH3:32])[CH3:34])[C:22]([Br:26])=[C:23]([Br:25])[N:24]=1)[CH:36]=[CH2:35]. Given the reactants [CH:1]1([C:7]2[C:15]3[C:10](=[CH:11][C:12]([C:16]([O:18][CH3:19])=[O:17])=[CH:13][CH:14]=3)[NH:9][C:8]=2[C:20]2[N:21]([CH2:27][O:28][CH2:29][CH2:30][Si:31]([CH3:34])([CH3:33])[CH3:32])[C:22]([Br:26])=[C:23]([Br:25])[N:24]=2)[CH2:6][CH2:5][CH2:4][CH2:3][CH2:2]1.[CH2:35](Br)[CH:36]=[CH2:37].C(Cl)Cl, predict the reaction product. (3) Given the reactants Cl[C:2]1[CH:7]=[CH:6][C:5]([N+:8]([O-])=O)=[CH:4][N:3]=1.[O:11]=[C:12]1[CH2:18][CH2:17][NH:16][CH2:15][CH2:14][N:13]1[CH2:19][C:20]1[CH:25]=[CH:24][CH:23]=[CH:22][CH:21]=1, predict the reaction product. The product is: [O:11]=[C:12]1[CH2:18][CH2:17][N:16]([C:2]2[N:3]=[CH:4][C:5]([NH2:8])=[CH:6][CH:7]=2)[CH2:15][CH2:14][N:13]1[CH2:19][C:20]1[CH:25]=[CH:24][CH:23]=[CH:22][CH:21]=1. (4) Given the reactants [CH:1]1([NH:4][C:5](=[O:23])[C:6]2[CH:11]=[C:10]([C:12]3[CH:13]=[C:14]4[C:18](=[CH:19][CH:20]=3)[NH:17][N:16]=[CH:15]4)[C:9]([CH3:21])=[C:8]([F:22])[CH:7]=2)[CH2:3][CH2:2]1.[H-].[Na+].Br[CH2:27][C:28]1[CH:33]=[CH:32][C:31]([F:34])=[CH:30][CH:29]=1.N, predict the reaction product. The product is: [CH:1]1([NH:4][C:5](=[O:23])[C:6]2[CH:11]=[C:10]([C:12]3[CH:13]=[C:14]4[C:18](=[CH:19][CH:20]=3)[N:17]([CH2:27][C:28]3[CH:33]=[CH:32][C:31]([F:34])=[CH:30][CH:29]=3)[N:16]=[CH:15]4)[C:9]([CH3:21])=[C:8]([F:22])[CH:7]=2)[CH2:2][CH2:3]1.